From a dataset of Peptide-MHC class II binding affinity with 134,281 pairs from IEDB. Regression. Given a peptide amino acid sequence and an MHC pseudo amino acid sequence, predict their binding affinity value. This is MHC class II binding data. The peptide sequence is AEMETESWIVDRQWA. The MHC is DRB5_0101 with pseudo-sequence DRB5_0101. The binding affinity (normalized) is 0.